This data is from Reaction yield outcomes from USPTO patents with 853,638 reactions. The task is: Predict the reaction yield, written as a fraction of the theoretical maximum amount of product (1.0 means a 100% yield; for example, 0.34 means a 34% yield). (1) The reactants are [C:1]([O:5][C:6]([N:8]1[CH2:13][CH2:12][N:11]([C:14]([C:16]2[C:17]3[C:34]([CH3:35])=[N:33][N:32]([CH:36]4[CH2:41][CH2:40][CH2:39][CH2:38][O:37]4)[C:18]=3[N:19]=[C:20]([C:22]3[CH:27]=[CH:26][C:25]([O:28][CH2:29][O:30][CH3:31])=[CH:24][CH:23]=3)[CH:21]=2)=O)[C@H:10]([CH2:42][C:43]([F:46])([F:45])[F:44])[CH2:9]1)=[O:7])([CH3:4])([CH3:3])[CH3:2].B.CSC. The catalyst is C1COCC1. The product is [C:1]([O:5][C:6]([N:8]1[CH2:13][CH2:12][N:11]([CH2:14][C:16]2[CH:21]=[C:20]([C:22]3[CH:27]=[CH:26][C:25]([O:28][CH2:29][O:30][CH3:31])=[CH:24][CH:23]=3)[N:19]=[C:18]3[N:32]([CH:36]4[CH2:41][CH2:40][CH2:39][CH2:38][O:37]4)[N:33]=[C:34]([CH3:35])[C:17]=23)[C@H:10]([CH2:42][C:43]([F:44])([F:45])[F:46])[CH2:9]1)=[O:7])([CH3:4])([CH3:2])[CH3:3]. The yield is 0.840. (2) The reactants are [CH3:1][O:2][N:3]([CH3:35])[C:4](=[O:34])[CH2:5][C:6](=[O:33])[C@@H:7]([NH:13][C:14]([C:27]1[CH:32]=[CH:31][CH:30]=[CH:29][CH:28]=1)([C:21]1[CH:26]=[CH:25][CH:24]=[CH:23][CH:22]=1)[C:15]1[CH:20]=[CH:19][CH:18]=[CH:17][CH:16]=1)[CH2:8][C:9]([O:11][CH3:12])=[O:10].O.CS([N:41]=[N+:42]=[N-])(=O)=O.N12CCCN=C1CCCCC2. The catalyst is C(#N)C.C(OCC)C. The product is [N+:41](=[C:5]([C:4]([N:3]([O:2][CH3:1])[CH3:35])=[O:34])[C:6](=[O:33])[C@@H:7]([NH:13][C:14]([C:15]1[CH:16]=[CH:17][CH:18]=[CH:19][CH:20]=1)([C:21]1[CH:26]=[CH:25][CH:24]=[CH:23][CH:22]=1)[C:27]1[CH:28]=[CH:29][CH:30]=[CH:31][CH:32]=1)[CH2:8][C:9]([O:11][CH3:12])=[O:10])=[N-:42]. The yield is 0.940. (3) The product is [Cl:19][C:16]1[CH:17]=[CH:18][C:13]([C@H:11]2[CH2:12][NH:8][CH2:9][C@@H:10]2[C@@H:21]([O:23][C:24]2[CH:31]=[CH:30][C:27]([C:28]#[N:29])=[CH:26][N:25]=2)[CH3:22])=[CH:14][C:15]=1[F:20]. The catalyst is C1(C)C=CC=CC=1. The reactants are C([N:8]1[CH2:12][C@H:11]([C:13]2[CH:18]=[CH:17][C:16]([Cl:19])=[C:15]([F:20])[CH:14]=2)[C@@H:10]([C@@H:21]([O:23][C:24]2[CH:31]=[CH:30][C:27]([C:28]#[N:29])=[CH:26][N:25]=2)[CH3:22])[CH2:9]1)C1C=CC=CC=1.ClC(OC(Cl)C)=O.CCN(C(C)C)C(C)C. The yield is 0.760. (4) The reactants are Br[C:2]1[C:7](=[O:8])[N:6]([CH2:9][C:10]2[CH:15]=[CH:14][C:13]([C:16]3[C:17]([C:22]#[N:23])=[CH:18][CH:19]=[CH:20][CH:21]=3)=[CH:12][CH:11]=2)[C:5]([CH2:24][CH2:25][CH3:26])=[N:4][C:3]=1[CH2:27][CH3:28].[CH2:29]([O:31][C:32]1[N:37]=[CH:36][C:35](B(O)O)=[CH:34][CH:33]=1)[CH3:30].C(=O)([O-])[O-].[Cs+].[Cs+].O1CCOCC1. The catalyst is C(OCC)(=O)C.C1C=CC(P(C2C=CC=CC=2)[C-]2C=CC=C2)=CC=1.C1C=CC(P(C2C=CC=CC=2)[C-]2C=CC=C2)=CC=1.Cl[Pd]Cl.[Fe+2].ClCCl. The product is [CH2:29]([O:31][C:32]1[N:37]=[CH:36][C:35]([C:2]2[C:7](=[O:8])[N:6]([CH2:9][C:10]3[CH:15]=[CH:14][C:13]([C:16]4[C:17]([C:22]#[N:23])=[CH:18][CH:19]=[CH:20][CH:21]=4)=[CH:12][CH:11]=3)[C:5]([CH2:24][CH2:25][CH3:26])=[N:4][C:3]=2[CH2:27][CH3:28])=[CH:34][CH:33]=1)[CH3:30]. The yield is 0.980. (5) The reactants are [CH2:1]([S:3]([CH2:6][CH2:7][O:8][C:9]1[CH:14]=[C:13]([CH3:15])[C:12]([C:16]2[CH:24]=[CH:23][CH:22]=[C:21]3[C:17]=2[CH2:18][CH2:19][CH:20]3[N:25](S(C2C=CC=CC=2[N+]([O-])=O)(=O)=O)[C:26]2[CH:31]=[CH:30][C:29]([CH2:32][CH2:33][C:34]([OH:36])=[O:35])=[C:28]([F:37])[CH:27]=2)=[C:11]([CH3:50])[CH:10]=1)(=[O:5])=[O:4])[CH3:2].SCC(O)=O.O.[OH-].[Li+].[ClH:59]. The catalyst is CN(C)C=O.O. The product is [ClH:59].[CH2:1]([S:3]([CH2:6][CH2:7][O:8][C:9]1[CH:14]=[C:13]([CH3:15])[C:12]([C:16]2[CH:24]=[CH:23][CH:22]=[C:21]3[C:17]=2[CH2:18][CH2:19][CH:20]3[NH:25][C:26]2[CH:31]=[CH:30][C:29]([CH2:32][CH2:33][C:34]([OH:36])=[O:35])=[C:28]([F:37])[CH:27]=2)=[C:11]([CH3:50])[CH:10]=1)(=[O:4])=[O:5])[CH3:2]. The yield is 0.260. (6) The reactants are [CH3:1][O:2][C:3]1[CH:4]=[C:5]2[C:10](=[CH:11][C:12]=1[O:13][CH3:14])[N:9]=[CH:8][N:7]=[C:6]2[O:15][C:16]1[CH:22]=[CH:21][C:19]([NH2:20])=[C:18]([N+:23]([O-:25])=[O:24])[CH:17]=1.C(N(CC)CC)C.ClC(Cl)(O[C:37](=[O:43])OC(Cl)(Cl)Cl)Cl.[CH2:45]([N:47]([C:51]1[CH:56]=[CH:55][CH:54]=[C:53]([CH3:57])[CH:52]=1)[CH2:48][CH2:49][NH2:50])[CH3:46]. The catalyst is C(Cl)(Cl)Cl.O. The product is [CH3:1][O:2][C:3]1[CH:4]=[C:5]2[C:10](=[CH:11][C:12]=1[O:13][CH3:14])[N:9]=[CH:8][N:7]=[C:6]2[O:15][C:16]1[CH:22]=[CH:21][C:19]([NH:20][C:37]([NH:50][CH2:49][CH2:48][N:47]([CH2:45][CH3:46])[C:51]2[CH:56]=[CH:55][CH:54]=[C:53]([CH3:57])[CH:52]=2)=[O:43])=[C:18]([N+:23]([O-:25])=[O:24])[CH:17]=1. The yield is 0.690. (7) The reactants are [S:1]1[CH:5]=[CH:4][C:3]([CH2:6][O:7][C:8]2[CH:13]=[CH:12][C:11]([CH2:14][C:15](Cl)=[N:16][OH:17])=[CH:10][CH:9]=2)=[CH:2]1.[C:19]([C:21]1[C:22]([NH2:28])=[N:23][C:24]([NH2:27])=[CH:25][CH:26]=1)#[CH:20].C(N(CC)CC)C. The catalyst is O1CCCC1. The product is [S:1]1[CH:5]=[CH:4][C:3]([CH2:6][O:7][C:8]2[CH:13]=[CH:12][C:11]([CH2:14][C:15]3[CH:20]=[C:19]([C:21]4[C:22]([NH2:28])=[N:23][C:24]([NH2:27])=[CH:25][CH:26]=4)[O:17][N:16]=3)=[CH:10][CH:9]=2)=[CH:2]1. The yield is 0.360. (8) The reactants are N1C=CC=CC=1.[C:7](OC(=O)C)(=[O:9])[CH3:8].[F:14][C:15]1[CH:25]=[CH:24][C:18]([O:19][CH2:20][CH2:21][CH2:22][NH2:23])=[C:17]([N+:26]([O-:28])=[O:27])[CH:16]=1.Cl. The catalyst is O.ClCCl. The product is [F:14][C:15]1[CH:25]=[CH:24][C:18]([O:19][CH2:20][CH2:21][CH2:22][NH:23][C:7](=[O:9])[CH3:8])=[C:17]([N+:26]([O-:28])=[O:27])[CH:16]=1. The yield is 0.890. (9) The reactants are [Cl:1][C:2]1[CH:11]=[CH:10][C:9]2[C:4](=[C:5]([NH2:12])[CH:6]=[CH:7][CH:8]=2)[N:3]=1.[C:13]1([S:19](Cl)(=[O:21])=[O:20])[CH:18]=[CH:17][CH:16]=[CH:15][CH:14]=1. The catalyst is CN(C1C=CN=CC=1)C. The yield is 0.880. The product is [Cl:1][C:2]1[CH:11]=[CH:10][C:9]2[C:4](=[C:5]([NH:12][S:19]([C:13]3[CH:18]=[CH:17][CH:16]=[CH:15][CH:14]=3)(=[O:21])=[O:20])[CH:6]=[CH:7][CH:8]=2)[N:3]=1. (10) The reactants are C1(C)C=CC(S(O[CH2:11][CH2:12][CH:13]([C:15]2[CH:20]=[CH:19][CH:18]=[CH:17][C:16]=2[N+:21]([O-:23])=[O:22])[OH:14])(=O)=O)=CC=1.CN.[CH2:27]([N:29](CC)CC)C.[C:34](Cl)([C:47]1[CH:52]=[CH:51][CH:50]=[CH:49][CH:48]=1)([C:41]1[CH:46]=[CH:45][CH:44]=[CH:43][CH:42]=1)[C:35]1[CH:40]=[CH:39][CH:38]=[CH:37][CH:36]=1. The catalyst is C(OCC)(=O)C. The product is [N+:21]([C:16]1[CH:17]=[CH:18][CH:19]=[CH:20][C:15]=1[CH:13]([OH:14])[CH2:12][CH2:11][N:29]([CH3:27])[C:34]([C:47]1[CH:52]=[CH:51][CH:50]=[CH:49][CH:48]=1)([C:41]1[CH:46]=[CH:45][CH:44]=[CH:43][CH:42]=1)[C:35]1[CH:40]=[CH:39][CH:38]=[CH:37][CH:36]=1)([O-:23])=[O:22]. The yield is 0.940.